Dataset: Catalyst prediction with 721,799 reactions and 888 catalyst types from USPTO. Task: Predict which catalyst facilitates the given reaction. (1) Product: [O:20]1[CH:24]=[CH:23][CH:22]=[C:21]1[CH2:25][NH:1][C:2]1[CH:10]=[CH:9][CH:8]=[C:7]2[C:3]=1[CH2:4][N:5]([CH:12]1[CH2:17][CH2:16][C:15](=[O:18])[NH:14][C:13]1=[O:19])[C:6]2=[O:11]. The catalyst class is: 5. Reactant: [NH2:1][C:2]1[CH:10]=[CH:9][CH:8]=[C:7]2[C:3]=1[CH2:4][N:5]([CH:12]1[CH2:17][CH2:16][C:15](=[O:18])[NH:14][C:13]1=[O:19])[C:6]2=[O:11].[O:20]1[CH:24]=[CH:23][CH:22]=[C:21]1[CH:25]=O.C(O[BH-](OC(=O)C)OC(=O)C)(=O)C.[Na+]. (2) Reactant: [OH:1][C:2]1[C:11]2[C:6](=[N:7][CH:8]=[CH:9][CH:10]=2)[N:5]([C:12]2[CH:17]=[CH:16][CH:15]=[CH:14][CH:13]=2)[C:4](=[O:18])[CH:3]=1.[H-].[Na+].[H][H].[O:23]1[CH2:28][CH2:27][CH:26]([CH2:29][C:30](Cl)=[O:31])[CH2:25][CH2:24]1.C(=O)([O-])O.[Na+]. Product: [C:12]1([N:5]2[C:6]3[C:11](=[CH:10][CH:9]=[CH:8][N:7]=3)[C:2]([O:1][C:30](=[O:31])[CH2:29][CH:26]3[CH2:27][CH2:28][O:23][CH2:24][CH2:25]3)=[CH:3][C:4]2=[O:18])[CH:13]=[CH:14][CH:15]=[CH:16][CH:17]=1. The catalyst class is: 3. (3) Reactant: [Cl:1][C:2]1[C:3]([O:17][CH:18]([CH3:20])[CH3:19])=[N:4][CH:5]=[C:6](B2OC(C)(C)C(C)(C)O2)[CH:7]=1.[OH-:21].[Na+].OO. The catalyst class is: 1. Product: [Cl:1][C:2]1[CH:7]=[C:6]([OH:21])[CH:5]=[N:4][C:3]=1[O:17][CH:18]([CH3:20])[CH3:19]. (4) Reactant: [C:1]12([C:11]3[CH:31]=[CH:30][C:14]([C:15]([O:17][NH:18][C:19]([C:21]4[CH:22]=[C:23]5[C:27](=[CH:28][CH:29]=4)[NH:26][CH:25]=[CH:24]5)=[NH:20])=O)=[CH:13][C:12]=3[O:32][CH3:33])[CH2:10][CH:5]3[CH2:6][CH:7]([CH2:9][CH:3]([CH2:4]3)[CH2:2]1)[CH2:8]2.CCCC[N+](CCCC)(CCCC)CCCC.[F-].C1COCC1. Product: [NH:26]1[C:27]2[C:23](=[CH:22][C:21]([C:19]3[N:20]=[C:15]([C:14]4[CH:30]=[CH:31][C:11]([C:1]56[CH2:2][CH:3]7[CH2:4][CH:5]([CH2:6][CH:7]([CH2:9]7)[CH2:8]5)[CH2:10]6)=[C:12]([O:32][CH3:33])[CH:13]=4)[O:17][N:18]=3)=[CH:29][CH:28]=2)[CH:24]=[CH:25]1. The catalyst class is: 11. (5) Reactant: [F:1][C:2]([F:7])([F:6])[C:3]([OH:5])=[O:4].[CH3:8][C@@H:9]([NH:13][C:14]1[N:22]=[C:21]2[C:17]([N:18]=[C:19]([O:29][CH3:30])[N:20]2C2CCCCO2)=[C:16]([NH2:31])[N:15]=1)[CH2:10][CH2:11][CH3:12]. The catalyst class is: 5. Product: [F:1][C:2]([F:7])([F:6])[C:3]([OH:5])=[O:4].[CH3:8][C@@H:9]([NH:13][C:14]1[NH:22][C:21]2[C:17]([N:18]=[C:19]([O:29][CH3:30])[N:20]=2)=[C:16]([NH2:31])[N:15]=1)[CH2:10][CH2:11][CH3:12]. (6) Reactant: [C:1]([O:5][C:6]([N:8]([CH3:34])[CH2:9][CH2:10][N:11]1[C:15]2[CH:16]=[CH:17][C:18]([C:20](O)=[O:21])=[CH:19][C:14]=2[N:13]=[C:12]1[NH:23][C:24]1[S:25][C:26]2[CH:32]=[C:31]([Cl:33])[CH:30]=[CH:29][C:27]=2[N:28]=1)=[O:7])([CH3:4])([CH3:3])[CH3:2].[NH2:35][CH2:36][CH2:37][O:38][CH2:39][CH2:40][OH:41].CN(C(ON1N=NC2C=CC=CC1=2)=[N+](C)C)C.F[P-](F)(F)(F)(F)F.CCN(C(C)C)C(C)C. The catalyst class is: 3. Product: [C:1]([O:5][C:6](=[O:7])[N:8]([CH2:9][CH2:10][N:11]1[C:15]2[CH:16]=[CH:17][C:18]([C:20](=[O:21])[NH:35][CH2:36][CH2:37][O:38][CH2:39][CH2:40][OH:41])=[CH:19][C:14]=2[N:13]=[C:12]1[NH:23][C:24]1[S:25][C:26]2[CH:32]=[C:31]([Cl:33])[CH:30]=[CH:29][C:27]=2[N:28]=1)[CH3:34])([CH3:2])([CH3:4])[CH3:3].